From a dataset of Catalyst prediction with 721,799 reactions and 888 catalyst types from USPTO. Predict which catalyst facilitates the given reaction. (1) Reactant: [C:1]1([CH2:7][S:8]([C:11]2[CH:12]=[C:13]3[C:17](=[CH:18][CH:19]=2)[NH:16][C:15](=[O:20])[CH2:14]3)(=[O:10])=[O:9])[CH:6]=[CH:5][CH:4]=[CH:3][CH:2]=1.[CH3:21][C@H:22]1[NH:27][C@@H:26]([CH3:28])[CH2:25][N:24]([C:29](=[O:40])[CH2:30][C:31]2[C:32]([CH3:39])=[C:33]([CH:37]=O)[NH:34][C:35]=2[CH3:36])[CH2:23]1.N1CCCCC1. Product: [CH3:21][C@H:22]1[NH:27][C@@H:26]([CH3:28])[CH2:25][N:24]([C:29](=[O:40])[CH2:30][C:31]2[C:32]([CH3:39])=[C:33](/[CH:37]=[C:14]3\[C:15](=[O:20])[NH:16][C:17]4[C:13]\3=[CH:12][C:11]([S:8]([CH2:7][C:1]3[CH:2]=[CH:3][CH:4]=[CH:5][CH:6]=3)(=[O:10])=[O:9])=[CH:19][CH:18]=4)[NH:34][C:35]=2[CH3:36])[CH2:23]1. The catalyst class is: 8. (2) Reactant: S(=O)(=O)(O)O.[N:6]([O-])=O.[Na+].[Cl:10][C:11]1[CH:17]=[C:16]([O:18][C:19]([F:22])([F:21])[F:20])[CH:15]=[C:14]([Cl:23])[C:12]=1[NH2:13].[C:24]([CH:26]([CH2:32][C:33]#[N:34])C(OCC)=O)#[N:25]. Product: [NH2:34][C:33]1[N:13]([C:12]2[C:11]([Cl:10])=[CH:17][C:16]([O:18][C:19]([F:22])([F:21])[F:20])=[CH:15][C:14]=2[Cl:23])[N:6]=[C:26]([C:24]#[N:25])[CH:32]=1. The catalyst class is: 676.